Dataset: Full USPTO retrosynthesis dataset with 1.9M reactions from patents (1976-2016). Task: Predict the reactants needed to synthesize the given product. (1) Given the product [CH3:27][S:28]([O:19][CH2:18][CH2:17][CH2:16][C:4]1[C:3]([O:2][CH3:1])=[C:8]([O:9][CH3:10])[C:7]([O:11][CH3:12])=[C:6]([O:13][CH3:14])[C:5]=1[CH3:15])(=[O:30])=[O:29], predict the reactants needed to synthesize it. The reactants are: [CH3:1][O:2][C:3]1[C:8]([O:9][CH3:10])=[C:7]([O:11][CH3:12])[C:6]([O:13][CH3:14])=[C:5]([CH3:15])[C:4]=1[CH2:16][CH2:17][CH2:18][OH:19].C(N(CC)CC)C.[CH3:27][S:28](Cl)(=[O:30])=[O:29]. (2) Given the product [OH:35][C@H:12]1[CH2:11][CH2:10][C@H:9]2[C@H:8]3[C:17]([C@@H:16]([C:21]4[CH:22]=[CH:23][C:24]([CH:27]=[O:28])=[CH:25][CH:26]=4)[CH2:15][C@:13]12[CH3:14])=[C:18]1[C:5](=[CH:4][C:3](=[O:2])[CH2:20][CH2:19]1)[CH2:6][CH2:7]3, predict the reactants needed to synthesize it. The reactants are: C[O:2][C:3]1(OC)[CH2:20][CH2:19][C:18]2[C@@:5](O)([CH2:6][CH2:7][C@@H:8]3[C:17]=2[C@@H:16]([C:21]2[CH:26]=[CH:25][C:24]([CH:27]4OCC(C)(C)C[O:28]4)=[CH:23][CH:22]=2)[CH2:15][C@@:13]2([CH3:14])[C@H:9]3[CH2:10][CH2:11][C:12]2=[O:35])[CH2:4]1.[BH4-].[Na+].O. (3) The reactants are: [CH2:1]([O:8][C:9]1[CH:10]=[C:11]([N+:16]([O-])=O)[CH:12]=[CH:13][C:14]=1[CH3:15])[C:2]1[CH:7]=[CH:6][CH:5]=[CH:4][CH:3]=1.[BH4-].[Na+]. Given the product [CH2:1]([O:8][C:9]1[CH:10]=[C:11]([CH:12]=[CH:13][C:14]=1[CH3:15])[NH2:16])[C:2]1[CH:3]=[CH:4][CH:5]=[CH:6][CH:7]=1, predict the reactants needed to synthesize it.